Task: Regression/Classification. Given a drug SMILES string, predict its toxicity properties. Task type varies by dataset: regression for continuous values (e.g., LD50, hERG inhibition percentage) or binary classification for toxic/non-toxic outcomes (e.g., AMES mutagenicity, cardiotoxicity, hepatotoxicity). Dataset: ames.. Dataset: Ames mutagenicity test results for genotoxicity prediction (1) The drug is O=Cc1c(O)cc2c(c1O)C(=O)c1ccccc1C2=O. The result is 0 (non-mutagenic). (2) The molecule is CC(C)COC(=O)COc1cc(Cl)c(Cl)cc1Cl. The result is 0 (non-mutagenic). (3) The molecule is OC1c2ccc3ccccc3c2C2OC2C1O. The result is 1 (mutagenic). (4) The molecule is C1=C2c3ccccc3CCC2CCC1. The result is 1 (mutagenic). (5) The molecule is NC(=O)NO. The result is 1 (mutagenic). (6) The drug is O=CCO. The result is 0 (non-mutagenic). (7) The molecule is O=S(=O)(O)OCc1ccc2ccc3cccc4ccc1c2c34. The result is 1 (mutagenic).